Dataset: Full USPTO retrosynthesis dataset with 1.9M reactions from patents (1976-2016). Task: Predict the reactants needed to synthesize the given product. (1) Given the product [C:1]([NH:4][NH:5][C:66](=[O:67])[C:65]1[CH:69]=[CH:70][CH:71]=[C:63]([C:56]2[N:55]=[C:54]([C:52]([C:43]3[CH:44]=[C:45]4[C:40](=[CH:41][CH:42]=3)[NH:39][C:38](=[O:37])[N:47]([CH2:48][CH2:49][CH3:50])[C:46]4=[O:51])=[O:53])[N:58]3[CH:59]=[CH:60][CH:61]=[CH:62][C:57]=23)[CH:64]=1)(=[O:3])[CH3:2], predict the reactants needed to synthesize it. The reactants are: [C:1]([NH:4][NH2:5])(=[O:3])[CH3:2].[B-](F)(F)(F)F.CCOC(C(C#N)=NOC(N(C)C)=[N+](C)C)=O.C(N(CC)C(C)C)(C)C.[O:37]=[C:38]1[N:47]([CH2:48][CH2:49][CH3:50])[C:46](=[O:51])[C:45]2[C:40](=[CH:41][CH:42]=[C:43]([C:52]([C:54]3[N:58]4[CH:59]=[CH:60][CH:61]=[CH:62][C:57]4=[C:56]([C:63]4[CH:64]=[C:65]([CH:69]=[CH:70][CH:71]=4)[C:66](O)=[O:67])[N:55]=3)=[O:53])[CH:44]=2)[NH:39]1. (2) Given the product [CH3:1][O:2][CH2:3][CH:4]([NH:6][C:7]([C:9]1[CH:10]=[C:11]([C:16]2[CH:21]=[CH:20][C:19]([CH3:22])=[CH:18][CH:17]=2)[CH:12]=[C:13]([I:31])[CH:14]=1)=[O:8])[CH3:5], predict the reactants needed to synthesize it. The reactants are: [CH3:1][O:2][CH2:3][CH:4]([NH:6][C:7]([C:9]1[CH:10]=[C:11]([C:16]2[CH:21]=[CH:20][C:19]([CH3:22])=[CH:18][CH:17]=2)[CH:12]=[C:13](N)[CH:14]=1)=[O:8])[CH3:5].N(OCCC(C)C)=O.[I:31]CI. (3) Given the product [C:24]12([CH2:34][C:35]([NH:1][N:2]3[C:7](=[O:8])[C:6]4[CH:9]=[CH:10][S:11][C:5]=4[C:4]([C:12]4[CH:17]=[CH:16][CH:15]=[CH:14][CH:13]=4)=[N:3]3)=[O:36])[CH2:31][CH:30]3[CH2:29][CH:28]([CH2:27][CH:26]([CH2:32]3)[CH2:25]1)[CH2:33]2, predict the reactants needed to synthesize it. The reactants are: [NH2:1][N:2]1[C:7](=[O:8])[C:6]2[CH:9]=[CH:10][S:11][C:5]=2[C:4]([C:12]2[CH:17]=[CH:16][CH:15]=[CH:14][CH:13]=2)=[N:3]1.N1C=CC=CC=1.[C:24]12([CH2:34][C:35](Cl)=[O:36])[CH2:33][CH:28]3[CH2:29][CH:30]([CH2:32][CH:26]([CH2:27]3)[CH2:25]1)[CH2:31]2. (4) Given the product [Cl:8][C:4]1[N:3]=[C:2]([NH:9][C:10]2[CH:15]=[CH:14][CH:13]=[CH:12][CH:11]=2)[CH:7]=[CH:6][CH:5]=1, predict the reactants needed to synthesize it. The reactants are: Cl[C:2]1[CH:7]=[CH:6][CH:5]=[C:4]([Cl:8])[N:3]=1.[NH2:9][C:10]1[CH:15]=[CH:14][CH:13]=[CH:12][CH:11]=1.CC(C)([O-])C.[Na+].N#N.